This data is from Reaction yield outcomes from USPTO patents with 853,638 reactions. The task is: Predict the reaction yield, written as a fraction of the theoretical maximum amount of product (1.0 means a 100% yield; for example, 0.34 means a 34% yield). (1) The reactants are [F:1][C:2]1[CH:3]=[C:4]([CH:6]=[CH:7][C:8]=1[O:9][C:10]1[CH:15]=[CH:14][N:13]=[C:12]2[CH:16]=[C:17]([C:19]3[CH:24]=[CH:23][C:22]([CH2:25][N:26]4[CH2:31][CH2:30][O:29][CH2:28][CH2:27]4)=[CH:21][N:20]=3)[S:18][C:11]=12)[NH2:5].CC[N:34]([CH:38]([CH3:40])[CH3:39])[CH:35](C)C.ClC(Cl)([O:44]C(=O)OC(Cl)(Cl)Cl)Cl.C1(N)CC1. The catalyst is C1COCC1. The product is [CH:38]1([NH:34][C:35]([NH:5][C:4]2[CH:6]=[CH:7][C:8]([O:9][C:10]3[CH:15]=[CH:14][N:13]=[C:12]4[CH:16]=[C:17]([C:19]5[CH:24]=[CH:23][C:22]([CH2:25][N:26]6[CH2:27][CH2:28][O:29][CH2:30][CH2:31]6)=[CH:21][N:20]=5)[S:18][C:11]=34)=[C:2]([F:1])[CH:3]=2)=[O:44])[CH2:39][CH2:40]1. The yield is 0.185. (2) The reactants are [C:1]([O:5][C:6](=[O:12])[NH:7][CH2:8][CH2:9][CH2:10][OH:11])([CH3:4])([CH3:3])[CH3:2].[N+:13]([C:16]1[CH:21]=[CH:20][C:19](O)=[CH:18][CH:17]=1)([O-:15])=[O:14].C1(P(C2C=CC=CC=2)C2C=CC=CC=2)C=CC=CC=1.N(C(OC(C)C)=O)=NC(OC(C)C)=O. The catalyst is C1COCC1. The product is [C:1]([O:5][C:6](=[O:12])[NH:7][CH2:8][CH2:9][CH2:10][O:11][C:19]1[CH:20]=[CH:21][C:16]([N+:13]([O-:15])=[O:14])=[CH:17][CH:18]=1)([CH3:4])([CH3:2])[CH3:3]. The yield is 0.640.